Dataset: Retrosynthesis with 50K atom-mapped reactions and 10 reaction types from USPTO. Task: Predict the reactants needed to synthesize the given product. Given the product COc1ccc(C(=O)c2cccc(F)c2F)c(OC)c1, predict the reactants needed to synthesize it. The reactants are: CON(C)C(=O)c1cccc(F)c1F.COc1ccc([Mg+])c(OC)c1.